This data is from Reaction yield outcomes from USPTO patents with 853,638 reactions. The task is: Predict the reaction yield, written as a fraction of the theoretical maximum amount of product (1.0 means a 100% yield; for example, 0.34 means a 34% yield). (1) The reactants are [Br:1][C:2]1[CH:3]=[C:4]2[C:8](=[CH:9][CH:10]=1)[N:7]([CH2:11][CH2:12][CH2:13][OH:14])[N:6]=[CH:5]2.[Si:15](Cl)([C:28]([CH3:31])([CH3:30])[CH3:29])([C:22]1[CH:27]=[CH:26][CH:25]=[CH:24][CH:23]=1)[C:16]1[CH:21]=[CH:20][CH:19]=[CH:18][CH:17]=1.N1C=CN=C1. The catalyst is C(Cl)Cl.CCOCC. The product is [Br:1][C:2]1[CH:3]=[C:4]2[C:8](=[CH:9][CH:10]=1)[N:7]([CH2:11][CH2:12][CH2:13][O:14][Si:15]([C:28]([CH3:31])([CH3:30])[CH3:29])([C:22]1[CH:23]=[CH:24][CH:25]=[CH:26][CH:27]=1)[C:16]1[CH:21]=[CH:20][CH:19]=[CH:18][CH:17]=1)[N:6]=[CH:5]2. The yield is 0.960. (2) The reactants are [NH2:1][C:2]1[C:3]([C:16]2[CH:28]=[CH:27][C:19]([C:20]([O:22][C:23]([CH3:26])([CH3:25])[CH3:24])=[O:21])=[C:18]([F:29])[CH:17]=2)=[N:4][C:5]([C@@H:8]2[CH2:13][CH2:12][C:11](=[O:14])[C@@H:10]([F:15])[CH2:9]2)=[CH:6][N:7]=1.[BH4-].[Na+]. The catalyst is CO. The product is [NH2:1][C:2]1[C:3]([C:16]2[CH:28]=[CH:27][C:19]([C:20]([O:22][C:23]([CH3:26])([CH3:24])[CH3:25])=[O:21])=[C:18]([F:29])[CH:17]=2)=[N:4][C:5]([C@@H:8]2[CH2:13][CH2:12][C@@H:11]([OH:14])[C@@H:10]([F:15])[CH2:9]2)=[CH:6][N:7]=1. The yield is 0.358. (3) The reactants are Br[C:2]1[CH:7]=[CH:6][C:5]([C:8]([CH3:17])([CH3:16])[C:9]([NH:11][CH2:12][CH:13]([CH3:15])[CH3:14])=[O:10])=[CH:4][CH:3]=1.[CH:18]([O:21][C:22]1[CH:23]=[C:24](B(O)O)[CH:25]=[CH:26][CH:27]=1)([CH3:20])[CH3:19]. No catalyst specified. The product is [CH2:12]([NH:11][C:9](=[O:10])[C:8]([C:5]1[CH:6]=[CH:7][C:2]([C:26]2[CH:25]=[CH:24][CH:23]=[C:22]([O:21][CH:18]([CH3:20])[CH3:19])[CH:27]=2)=[CH:3][CH:4]=1)([CH3:17])[CH3:16])[CH:13]([CH3:15])[CH3:14]. The yield is 0.600. (4) The product is [CH2:16]([NH:23][C:24]([C:26]1[S:30][C:29]([N:31]2[CH2:35][CH2:34][N:33]([CH2:10][C:11]([O:13][CH2:14][CH3:15])=[O:12])[C:32]2=[O:36])=[N:28][C:27]=1[CH3:37])=[O:25])[C:17]1[CH:22]=[CH:21][CH:20]=[CH:19][CH:18]=1. The yield is 0.380. No catalyst specified. The reactants are C(Br)C1C=CC=CC=1.Br[CH2:10][C:11]([O:13][CH2:14][CH3:15])=[O:12].[CH2:16]([NH:23][C:24]([C:26]1[S:30][C:29]([N:31]2[CH2:35][CH2:34][NH:33][C:32]2=[O:36])=[N:28][C:27]=1[CH3:37])=[O:25])[C:17]1[CH:22]=[CH:21][CH:20]=[CH:19][CH:18]=1.